Dataset: Forward reaction prediction with 1.9M reactions from USPTO patents (1976-2016). Task: Predict the product of the given reaction. (1) Given the reactants [Cl:1][C:2]1[CH:7]=[CH:6][C:5]([N:8]2[C:13](=[O:14])[C:12]3[CH:15]=[N:16][N:17]([C:18]4[CH:23]=[CH:22][CH:21]=[CH:20][CH:19]=4)[C:11]=3[N:10]=[C:9]2[C:24]2[CH:29]=[CH:28][C:27]([Cl:30])=[CH:26][C:25]=2[Cl:31])=[CH:4][CH:3]=1.[N+:32]([O-:35])([OH:34])=[O:33], predict the reaction product. The product is: [Cl:1][C:2]1[CH:3]=[CH:4][C:5]([N:8]2[C:13](=[O:14])[C:12]3[CH:15]=[N:16][N:17]([C:18]4[CH:19]=[CH:20][CH:21]=[CH:22][C:23]=4[N+:32]([O-:34])=[O:33])[C:11]=3[N:10]=[C:9]2[C:24]2[CH:29]=[CH:28][C:27]([Cl:30])=[CH:26][C:25]=2[Cl:31])=[CH:6][CH:7]=1.[Cl:1][C:2]1[CH:3]=[CH:4][C:5]([N:8]2[C:13](=[O:14])[C:12]3[CH:15]=[N:16][N:17]([C:18]4[CH:19]=[CH:20][C:21]([N+:32]([O-:35])=[O:33])=[CH:22][CH:23]=4)[C:11]=3[N:10]=[C:9]2[C:24]2[CH:29]=[CH:28][C:27]([Cl:30])=[CH:26][C:25]=2[Cl:31])=[CH:6][CH:7]=1. (2) Given the reactants [F:1][C:2]1[CH:3]=[C:4]([C:20]([OH:22])=O)[C:5]2[CH:6]=[C:7]([NH:12][C@H:13]3[CH2:18][CH2:17][C@H:16]([OH:19])[CH2:15][CH2:14]3)[N:8]=[CH:9][C:10]=2[CH:11]=1.CN(C(ON1N=NC2C=CC=NC1=2)=[N+](C)C)C.F[P-](F)(F)(F)(F)F.C(N(CC)CC)C.[NH2:54][CH2:55][CH2:56][OH:57], predict the reaction product. The product is: [F:1][C:2]1[CH:3]=[C:4]([C:20]([NH:54][CH2:55][CH2:56][OH:57])=[O:22])[C:5]2[CH:6]=[C:7]([NH:12][C@H:13]3[CH2:18][CH2:17][C@H:16]([OH:19])[CH2:15][CH2:14]3)[N:8]=[CH:9][C:10]=2[CH:11]=1.